This data is from Reaction yield outcomes from USPTO patents with 853,638 reactions. The task is: Predict the reaction yield, written as a fraction of the theoretical maximum amount of product (1.0 means a 100% yield; for example, 0.34 means a 34% yield). The reactants are C[O:2][CH:3](OC)[C:4]1[CH:9]=[CH:8][C:7]([C:10]2[O:11][CH:12]=[N:13][N:14]=2)=[CH:6][CH:5]=1.C1(C)C=CC(S(O)(=O)=O)=CC=1. The catalyst is O1CCCC1.O. The product is [O:11]1[CH:12]=[N:13][N:14]=[C:10]1[C:7]1[CH:6]=[CH:5][C:4]([CH:3]=[O:2])=[CH:9][CH:8]=1. The yield is 0.720.